From a dataset of Forward reaction prediction with 1.9M reactions from USPTO patents (1976-2016). Predict the product of the given reaction. (1) Given the reactants [Si:1]([O:8][C:9]1[CH:20]=[C:13]2[C:14]([O:16]C(=O)[NH:18][C:12]2=[CH:11][CH:10]=1)=O)([C:4]([CH3:7])([CH3:6])[CH3:5])([CH3:3])[CH3:2].[CH3:21][O:22][C:23]1[CH:28]=[CH:27][C:26]([NH2:29])=[CH:25][CH:24]=1, predict the reaction product. The product is: [NH2:18][C:12]1[CH:11]=[CH:10][C:9]([O:8][Si:1]([C:4]([CH3:5])([CH3:6])[CH3:7])([CH3:2])[CH3:3])=[CH:20][C:13]=1[C:14]([NH:29][C:26]1[CH:27]=[CH:28][C:23]([O:22][CH3:21])=[CH:24][CH:25]=1)=[O:16]. (2) Given the reactants Cl.[CH3:2][O:3][C:4]1[CH:9]=[CH:8][C:7]([NH:10][NH2:11])=[CH:6][CH:5]=1.C(N(CC)CC)C.[OH:19][C:20]1([C:30]#[C:31][C:32]([C:34]2[CH:39]=[CH:38][C:37]([CH3:40])=[CH:36][CH:35]=2)=O)[CH2:29][CH2:28][C:23]2([O:27][CH2:26][CH2:25][O:24]2)[CH2:22][CH2:21]1, predict the reaction product. The product is: [CH3:2][O:3][C:4]1[CH:9]=[CH:8][C:7]([N:10]2[C:32]([C:34]3[CH:35]=[CH:36][C:37]([CH3:40])=[CH:38][CH:39]=3)=[CH:31][C:30]([C:20]3([OH:19])[CH2:29][CH2:28][C:23]4([O:24][CH2:25][CH2:26][O:27]4)[CH2:22][CH2:21]3)=[N:11]2)=[CH:6][CH:5]=1. (3) The product is: [F:1][C:2]1[CH:3]=[C:4]([CH:46]=[C:47]([F:49])[CH:48]=1)[CH2:5][C:6]1[CH:7]=[C:8]2[C:12](=[CH:13][CH:14]=1)[N:11]([C:15]([C:22]1[CH:27]=[CH:26][CH:25]=[CH:24][CH:23]=1)([C:28]1[CH:33]=[CH:32][CH:31]=[CH:30][CH:29]=1)[C:16]1[CH:21]=[CH:20][CH:19]=[CH:18][CH:17]=1)[N:10]=[C:9]2[NH:34][C:35](=[O:45])[C:36]1[CH:41]=[C:40]([CH:39]=[CH:38][C:37]=1[F:44])[C:42]([OH:56])=[O:43]. Given the reactants [F:1][C:2]1[CH:3]=[C:4]([CH:46]=[C:47]([F:49])[CH:48]=1)[CH2:5][C:6]1[CH:7]=[C:8]2[C:12](=[CH:13][CH:14]=1)[N:11]([C:15]([C:28]1[CH:33]=[CH:32][CH:31]=[CH:30][CH:29]=1)([C:22]1[CH:27]=[CH:26][CH:25]=[CH:24][CH:23]=1)[C:16]1[CH:21]=[CH:20][CH:19]=[CH:18][CH:17]=1)[N:10]=[C:9]2[NH:34][C:35](=[O:45])[C:36]1[CH:41]=[C:40]([CH:42]=[O:43])[CH:39]=[CH:38][C:37]=1[F:44].CC(=CC)C.Cl([O-])=[O:56].[Na+].P([O-])(O)(O)=O.[Na+], predict the reaction product. (4) Given the reactants COC1C=CC(C[NH:8][CH2:9][CH2:10][NH:11][C:12]([C:14]2[S:15][CH:16]=[CH:17][C:18]=2[NH:19][C:20]2[CH:25]=[CH:24][N:23]=[C:22]3[NH:26][CH:27]=[CH:28][C:21]=23)=[O:13])=CC=1.[Cl:31][C:32]1[CH:39]=[CH:38][C:35]([CH:36]=O)=[CH:34][C:33]=1[C:40]([F:43])([F:42])[F:41], predict the reaction product. The product is: [Cl:31][C:32]1[CH:39]=[CH:38][C:35]([CH2:36][NH:8][CH2:9][CH2:10][NH:11][C:12]([C:14]2[S:15][CH:16]=[CH:17][C:18]=2[NH:19][C:20]2[CH:25]=[CH:24][N:23]=[C:22]3[NH:26][CH:27]=[CH:28][C:21]=23)=[O:13])=[CH:34][C:33]=1[C:40]([F:43])([F:42])[F:41]. (5) The product is: [S:1]1[CH:5]=[CH:4][CH:3]=[C:2]1[CH2:6][NH:16][CH2:17][CH2:18][C:19]([O:21][CH2:22][CH3:23])=[O:20]. Given the reactants [S:1]1[CH:5]=[CH:4][CH:3]=[C:2]1[CH:6]=O.C(N(CC)CC)C.Cl.[NH2:16][CH2:17][CH2:18][C:19]([O:21][CH2:22][CH3:23])=[O:20].[BH4-].[Na+], predict the reaction product.